Dataset: Forward reaction prediction with 1.9M reactions from USPTO patents (1976-2016). Task: Predict the product of the given reaction. Given the reactants [NH2:1][C:2]1[C:3]([OH:17])=[C:4]([C:8]2[CH:13]=[CH:12][CH:11]=[C:10]([C:14]([OH:16])=[O:15])[CH:9]=2)[CH:5]=[CH:6][CH:7]=1.Cl.[N:19]([O-])=O.[Na+].[CH3:23][C:24]1[CH:25]=[C:26]([N:31]2[C:35](=[O:36])[CH2:34][C:33](=[O:37])[NH:32]2)[CH:27]=[CH:28][C:29]=1[CH3:30].C(=O)([O-])O.[Na+], predict the reaction product. The product is: [CH3:23][C:24]1[CH:25]=[C:26]([N:31]2[C:35](=[O:36])[C:34](=[N:19][NH:1][C:2]3[C:3]([OH:17])=[C:4]([C:8]4[CH:13]=[CH:12][CH:11]=[C:10]([C:14]([OH:16])=[O:15])[CH:9]=4)[CH:5]=[CH:6][CH:7]=3)[C:33](=[O:37])[NH:32]2)[CH:27]=[CH:28][C:29]=1[CH3:30].